From a dataset of Reaction yield outcomes from USPTO patents with 853,638 reactions. Predict the reaction yield, written as a fraction of the theoretical maximum amount of product (1.0 means a 100% yield; for example, 0.34 means a 34% yield). (1) The reactants are Br[C:2]1[C:10]2[O:9][C:8]([C:11]3[CH:16]=[CH:15][C:14]([OH:17])=[C:13]([F:18])[CH:12]=3)=[N:7][C:6]=2[CH:5]=[C:4]([OH:19])[CH:3]=1.[CH2:20](OCCOCC)[CH3:21]. The catalyst is CC1C=CC=CC=1[P](C1C=CC=CC=1C)([Pd](Cl)(Cl)[P](C1=C(C)C=CC=C1)(C1C=CC=CC=1C)C1C=CC=CC=1C)C1C=CC=CC=1C. The product is [F:18][C:13]1[CH:12]=[C:11]([C:8]2[O:9][C:10]3[C:2]([CH:20]=[CH2:21])=[CH:3][C:4]([OH:19])=[CH:5][C:6]=3[N:7]=2)[CH:16]=[CH:15][C:14]=1[OH:17]. The yield is 0.720. (2) The reactants are Br[C:2]1[CH:3]=[C:4]([C:8]2([C:19]3[CH:24]=[CH:23][N:22]=[C:21]([C:25]([F:28])([F:27])[F:26])[CH:20]=3)[C:16]3[C:11](=[C:12]([F:17])[CH:13]=[CH:14][CH:15]=3)[C:10]([NH2:18])=[N:9]2)[CH:5]=[CH:6][CH:7]=1.[N:29]1[CH:34]=[C:33](B(O)O)[CH:32]=[N:31][CH:30]=1.C([O-])([O-])=O.[K+].[K+]. The catalyst is C1C=CC(P(C2C=CC=CC=2)[C-]2C=CC=C2)=CC=1.C1C=CC(P(C2C=CC=CC=2)[C-]2C=CC=C2)=CC=1.Cl[Pd]Cl.[Fe+2].C(Cl)Cl. The product is [F:17][C:12]1[CH:13]=[CH:14][CH:15]=[C:16]2[C:11]=1[C:10]([NH2:18])=[N:9][C:8]2([C:4]1[CH:5]=[CH:6][CH:7]=[C:2]([C:33]2[CH:34]=[N:29][CH:30]=[N:31][CH:32]=2)[CH:3]=1)[C:19]1[CH:24]=[CH:23][N:22]=[C:21]([C:25]([F:26])([F:28])[F:27])[CH:20]=1. The yield is 0.460. (3) The reactants are [C:1]([NH:4][C:5]1[CH:6]=[C:7]([CH:11]=[CH:12][CH:13]=1)C(O)=O)(=[O:3])[CH3:2].C1N=CN([C:19]([N:21]2C=N[CH:23]=[CH:22]2)=[O:20])C=1.[N+:26]([C:29]1[CH:35]=CC(N)=[CH:31][CH:30]=1)([O-:28])=[O:27].O. The catalyst is CN1CCCC1=O. The product is [C:1]([NH:4][C:5]1[CH:13]=[CH:12][CH:11]=[CH:7][C:6]=1[C:19]([NH:21][C:22]1[CH:23]=[CH:35][C:29]([N+:26]([O-:28])=[O:27])=[CH:30][CH:31]=1)=[O:20])(=[O:3])[CH3:2]. The yield is 0.550. (4) The reactants are [Cl:1][C:2]1[CH:3]=[N:4][N:5]([CH3:16])[C:6]=1[C:7]1[CH:8]=[C:9]([C:13]([OH:15])=O)[O:10][C:11]=1[CH3:12].[NH2:17][C@@H:18]([CH2:31][C:32]1[CH:37]=[CH:36][CH:35]=[C:34]([F:38])[CH:33]=1)[CH2:19][N:20]1[C:28](=[O:29])[C:27]2[C:22](=[CH:23][CH:24]=[CH:25][CH:26]=2)[C:21]1=[O:30].CC(OC(N[C@H](C(O)=O)CC1C=CC=CC=1C(F)(F)F)=O)(C)C.C1CN([P+](Br)(N2CCCC2)N2CCCC2)CC1.F[P-](F)(F)(F)(F)F.CCN(C(C)C)C(C)C. The catalyst is C(Cl)(Cl)Cl. The product is [Cl:1][C:2]1[CH:3]=[N:4][N:5]([CH3:16])[C:6]=1[C:7]1[CH:8]=[C:9]([C:13]([NH:17][C@@H:18]([CH2:31][C:32]2[CH:37]=[CH:36][CH:35]=[C:34]([F:38])[CH:33]=2)[CH2:19][N:20]2[C:28](=[O:29])[C:27]3[C:22](=[CH:23][CH:24]=[CH:25][CH:26]=3)[C:21]2=[O:30])=[O:15])[O:10][C:11]=1[CH3:12]. The yield is 0.490. (5) The reactants are [Si](OC[C@@H](N)C(C)=C)(C(C)(C)C)(C)[CH3:2].BrCC(N(OC)C)=O.[Si:23]([O:30][CH2:31][C@@H:32]([N:35]([CH2:43][C:44]([N:46]([O:48][CH3:49])[CH3:47])=[O:45])[C:36](=[O:42])[O:37][C:38]([CH3:41])([CH3:40])[CH3:39])[CH:33]=[CH2:34])([C:26]([CH3:29])([CH3:28])[CH3:27])([CH3:25])[CH3:24]. No catalyst specified. The product is [Si:23]([O:30][CH2:31][C@@H:32]([N:35]([CH2:43][C:44]([N:46]([O:48][CH3:49])[CH3:47])=[O:45])[C:36](=[O:42])[O:37][C:38]([CH3:39])([CH3:40])[CH3:41])[C:33]([CH3:2])=[CH2:34])([C:26]([CH3:27])([CH3:28])[CH3:29])([CH3:24])[CH3:25]. The yield is 0.390.